This data is from Reaction yield outcomes from USPTO patents with 853,638 reactions. The task is: Predict the reaction yield, written as a fraction of the theoretical maximum amount of product (1.0 means a 100% yield; for example, 0.34 means a 34% yield). (1) The reactants are [C:1]([O:5][C:6]([N:8]1[CH:16]2[CH:11]([CH2:12][CH2:13][CH2:14][CH2:15]2)[CH2:10][C@H:9]1[CH2:17][O:18][C:19]1[CH:28]=[CH:27][C:22]([C:23]([O:25][CH3:26])=[O:24])=[CH:21][CH:20]=1)=[O:7])([CH3:4])([CH3:3])[CH3:2]. The catalyst is CCO.CC(O)=O.[Rh]. The product is [C:1]([O:5][C:6]([N:8]1[CH:16]2[CH:11]([CH2:12][CH2:13][CH2:14][CH2:15]2)[CH2:10][C@H:9]1[CH2:17][O:18][C@@H:19]1[CH2:28][CH2:27][C@H:22]([C:23]([O:25][CH3:26])=[O:24])[CH2:21][CH2:20]1)=[O:7])([CH3:4])([CH3:3])[CH3:2]. The yield is 0.850. (2) The reactants are [S:1]1[CH:5]=[CH:4][CH:3]=[C:2]1[C:6](Cl)=[O:7].[CH2:9]([N:16]1[C:25]2[C:20](=[CH:21][C:22]([Cl:26])=[CH:23][CH:24]=2)[C:19]([N:27]2[CH2:32][CH2:31][NH:30][CH2:29][CH2:28]2)=[C:18]([C:33]#[N:34])[C:17]1=[O:35])[C:10]1[CH:15]=[CH:14][CH:13]=[CH:12][CH:11]=1. The catalyst is N1C=CC=CC=1. The product is [CH2:9]([N:16]1[C:25]2[C:20](=[CH:21][C:22]([Cl:26])=[CH:23][CH:24]=2)[C:19]([N:27]2[CH2:32][CH2:31][N:30]([C:6]([C:2]3[S:1][CH:5]=[CH:4][CH:3]=3)=[O:7])[CH2:29][CH2:28]2)=[C:18]([C:33]#[N:34])[C:17]1=[O:35])[C:10]1[CH:15]=[CH:14][CH:13]=[CH:12][CH:11]=1. The yield is 0.820. (3) The reactants are Br[C:2]1[CH:15]=[CH:14][CH:13]=[CH:12][C:3]=1[CH2:4][NH:5][C:6](=[O:11])[C:7]([F:10])([F:9])[F:8].CC1(C)C(C)(C)OB([C:24]2[CH:30]=[CH:29][C:27]([NH2:28])=[CH:26][CH:25]=2)O1.C1C=CC(P(C2C=CC=CC=2)C2C=CC=CC=2)=CC=1.C([O-])([O-])=O.[K+].[K+]. The catalyst is CN(C=O)C.CC([O-])=O.CC([O-])=O.[Pd+2]. The product is [NH2:28][C:27]1[CH:29]=[CH:30][C:24]([C:2]2[CH:15]=[CH:14][CH:13]=[CH:12][C:3]=2[CH2:4][NH:5][C:6](=[O:11])[C:7]([F:10])([F:9])[F:8])=[CH:25][CH:26]=1. The yield is 0.490. (4) The reactants are [CH3:1][S:2]([C:5]1[CH:10]=[CH:9][C:8]([OH:11])=[CH:7][CH:6]=1)(=[O:4])=[O:3].[OH-].[Na+].[O:14]1C=CC=[CH:16][CH:15]1OCCBr.Cl. The catalyst is CO.CC(N(C)C)=O. The product is [CH3:1][S:2]([C:5]1[CH:10]=[CH:9][C:8]([O:11][CH2:16][CH2:15][OH:14])=[CH:7][CH:6]=1)(=[O:3])=[O:4]. The yield is 0.380. (5) The reactants are C1CCN2C(=NCCC2)CC1.[Br:12][C:13]1[CH:18]=[CH:17][C:16]([NH:19][C:20]2[C:21]([C:29]3[N:33](CCC#N)[N:32]=[N:31][N:30]=3)=[CH:22][N:23]([CH3:28])[C:24](=[O:27])[C:25]=2[CH3:26])=[C:15]([F:38])[CH:14]=1. The catalyst is C(Cl)Cl.C(OCC)(=O)C. The product is [Br:12][C:13]1[CH:18]=[CH:17][C:16]([NH:19][C:20]2[C:21]([C:29]3[NH:33][N:32]=[N:31][N:30]=3)=[CH:22][N:23]([CH3:28])[C:24](=[O:27])[C:25]=2[CH3:26])=[C:15]([F:38])[CH:14]=1. The yield is 0.770. (6) The reactants are [C:1]([O:5][C:6]([N:8]1[CH2:13][CH2:12][C:11](=O)[CH2:10][CH2:9]1)=[O:7])([CH3:4])([CH3:3])[CH3:2].[NH:15]1[CH2:20][CH2:19]OCC1.CC[N:23](CC)CC.[Cl:28][C:29]1[CH:37]=[CH:36]C(C(Cl)=O)=[CH:31][C:30]=1[CH3:38]. The catalyst is C1C=CC=CC=1.C(Cl)Cl.C1(C)C=CC(S(O)(=O)=O)=CC=1.CCOCC.O. The product is [C:1]([O:5][C:6]([N:8]1[CH2:13][CH2:12][C:11]2[NH:23][N:15]=[C:20]([C:19]3[CH:36]=[CH:37][C:29]([Cl:28])=[C:30]([CH3:38])[CH:31]=3)[C:10]=2[CH2:9]1)=[O:7])([CH3:4])([CH3:3])[CH3:2]. The yield is 0.520. (7) The reactants are C1([O:7][C:8](=O)[NH:9][C:10]2[CH:15]=[CH:14][C:13]([O:16][C:17]3[C:26]4[C:21](=[CH:22][C:23]([O:29][CH3:30])=[C:24]([O:27][CH3:28])[CH:25]=4)[N:20]=[CH:19][CH:18]=3)=[CH:12][CH:11]=2)C=CC=CC=1.[NH2:32][C:33]1[S:34][CH:35]=[CH:36][N:37]=1.C(OCC)(=O)C.O. The catalyst is CS(C)=O.CO. The product is [CH3:28][O:27][C:24]1[CH:25]=[C:26]2[C:21](=[CH:22][C:23]=1[O:29][CH3:30])[N:20]=[CH:19][CH:18]=[C:17]2[O:16][C:13]1[CH:14]=[CH:15][C:10]([NH:9][C:8]([NH:32][C:33]2[S:34][CH:35]=[CH:36][N:37]=2)=[O:7])=[CH:11][CH:12]=1. The yield is 0.710. (8) The reactants are [N:1]([CH:4]1[CH2:9][C:8]([CH3:11])([CH3:10])[CH2:7][C:6]([CH3:12])=[CH:5]1)=[N+]=[N-].[ClH:13].C(C1(N)CC(C)(C)CC(C)(C)C1)C=C. No catalyst specified. The product is [ClH:13].[CH3:12][C:6]1[CH2:7][C:8]([CH3:11])([CH3:10])[CH2:9][CH:4]([NH2:1])[CH:5]=1. The yield is 0.570.